Dataset: Full USPTO retrosynthesis dataset with 1.9M reactions from patents (1976-2016). Task: Predict the reactants needed to synthesize the given product. (1) Given the product [CH2:1]([N:3]([CH3:23])[C:4]([N:6]1[CH2:7][CH:8]([C:20]2[O:22][N:34]=[C:26]([CH2:27][N:28]3[CH2:33][CH2:32][O:31][CH2:30][CH2:29]3)[N:25]=2)[CH2:9][CH:10]([C:12]2[CH:17]=[CH:16][C:15]([CH2:18][CH3:19])=[CH:14][CH:13]=2)[CH2:11]1)=[O:5])[CH3:2], predict the reactants needed to synthesize it. The reactants are: [CH2:1]([N:3]([CH3:23])[C:4]([N:6]1[CH2:11][CH:10]([C:12]2[CH:17]=[CH:16][C:15]([CH2:18][CH3:19])=[CH:14][CH:13]=2)[CH2:9][CH:8]([C:20]([OH:22])=O)[CH2:7]1)=[O:5])[CH3:2].O[N:25]=[C:26]([NH2:34])[CH2:27][N:28]1[CH2:33][CH2:32][O:31][CH2:30][CH2:29]1. (2) Given the product [C:1]([O:5][C:6]([N:8]1[CH2:13][CH2:12][CH:11]([CH:14]([C:16]2[N:20]3[N:21]=[CH:22][CH:23]=[CH:24][C:19]3=[C:18]([C:26]([O:28][CH2:29][CH3:30])=[O:27])[C:17]=2[Cl:31])[CH3:15])[CH2:10][CH2:9]1)=[O:7])([CH3:4])([CH3:2])[CH3:3], predict the reactants needed to synthesize it. The reactants are: [C:1]([O:5][C:6]([N:8]1[CH2:13][CH2:12][CH:11]([CH:14]([C:16]2[N:20]3[N:21]=[CH:22][C:23](Cl)=[CH:24][C:19]3=[C:18]([C:26]([O:28][CH2:29][CH3:30])=[O:27])[C:17]=2[Cl:31])[CH3:15])[CH2:10][CH2:9]1)=[O:7])([CH3:4])([CH3:3])[CH3:2]. (3) Given the product [ClH:23].[O:1]([C:8]1[CH:22]=[CH:21][C:11]([O:12][C@@H:13]2[CH:18]3[CH2:17][CH2:16][N:15]([CH2:20][CH2:19]3)[CH2:14]2)=[CH:10][CH:9]=1)[C:2]1[CH:3]=[CH:4][CH:5]=[CH:6][CH:7]=1, predict the reactants needed to synthesize it. The reactants are: [O:1]([C:8]1[CH:22]=[CH:21][C:11]([O:12][C@@H:13]2[CH:18]3[CH2:19][CH2:20][N:15]([CH2:16][CH2:17]3)[CH2:14]2)=[CH:10][CH:9]=1)[C:2]1[CH:7]=[CH:6][CH:5]=[CH:4][CH:3]=1.[ClH:23]. (4) Given the product [F:28][C:29]1[CH:36]=[CH:35][C:32]([CH2:33][N:1]2[C:9]3[C:4](=[CH:5][CH:6]=[CH:7][CH:8]=3)[C:3]3([C:13]4=[CH:14][C:15]5[O:19][CH2:18][O:17][C:16]=5[CH:20]=[C:12]4[O:11][CH2:10]3)[C:2]2=[O:21])=[CH:31][CH:30]=1, predict the reactants needed to synthesize it. The reactants are: [NH:1]1[C:9]2[C:4](=[CH:5][CH:6]=[CH:7][CH:8]=2)[C:3]2([C:13]3=[CH:14][C:15]4[O:19][CH2:18][O:17][C:16]=4[CH:20]=[C:12]3[O:11][CH2:10]2)[C:2]1=[O:21].C([O-])([O-])=O.[Cs+].[Cs+].[F:28][C:29]1[CH:36]=[CH:35][C:32]([CH2:33]Br)=[CH:31][CH:30]=1. (5) The reactants are: Cl.[C:2]([NH:6][OH:7])([CH3:5])([CH3:4])[CH3:3].[CH3:8][O:9][P:10]([C:14]1[CH:21]=[CH:20][CH:19]=[CH:18][C:15]=1[CH:16]=O)([O:12][CH3:13])=[O:11]. Given the product [C:2]([N+:6]([O-:7])=[CH:16][C:15]1[CH:18]=[CH:19][CH:20]=[CH:21][C:14]=1[P:10]([O:12][CH3:13])([O:9][CH3:8])=[O:11])([CH3:5])([CH3:4])[CH3:3], predict the reactants needed to synthesize it. (6) Given the product [C:3]([NH2:2])(=[O:26])[C:6]1[CH:11]=[CH:10][CH:9]=[CH:8][CH:7]=1, predict the reactants needed to synthesize it. The reactants are: C[N:2](C)[CH:3]([C:6]1[CH:11]=[CH:10][CH:9]=[CH:8][CH:7]=1)CN.C(N(CC)CC)C.FC(F)(F)C1C=C(C=CC=1)C(Cl)=[O:26].